This data is from TCR-epitope binding with 47,182 pairs between 192 epitopes and 23,139 TCRs. The task is: Binary Classification. Given a T-cell receptor sequence (or CDR3 region) and an epitope sequence, predict whether binding occurs between them. The epitope is NLVPMVATV. The TCR CDR3 sequence is CASSDSGQGWIEKLFF. Result: 1 (the TCR binds to the epitope).